This data is from Full USPTO retrosynthesis dataset with 1.9M reactions from patents (1976-2016). The task is: Predict the reactants needed to synthesize the given product. Given the product [CH3:17][C:13]1([CH3:16])[CH2:12][CH2:11][C:10]([CH3:18])([CH3:19])[C:9]2[CH:8]=[C:7]([O:20][CH2:21][CH2:22][CH3:23])[C:6](/[C:4](/[CH3:5])=[CH:3]\[CH:2]=[O:1])=[CH:15][C:14]1=2, predict the reactants needed to synthesize it. The reactants are: [OH:1][CH2:2]/[CH:3]=[C:4](\[C:6]1[C:7]([O:20][CH2:21][CH2:22][CH3:23])=[CH:8][C:9]2[C:10]([CH3:19])([CH3:18])[CH2:11][CH2:12][C:13]([CH3:17])([CH3:16])[C:14]=2[CH:15]=1)/[CH3:5].C[N+]1([O-])CCOCC1.